This data is from Forward reaction prediction with 1.9M reactions from USPTO patents (1976-2016). The task is: Predict the product of the given reaction. (1) Given the reactants CC1(C)[O:6][C@@H:5]2[C@H:7]([C:20]3[NH:24][N:23]=[CH:22][CH:21]=3)[O:8][C@@H:9]([N:10]3[C:14]4[N:15]=[CH:16][N:17]=[C:18]([CH3:19])[C:13]=4[CH:12]=[CH:11]3)[C@@H:4]2[O:3]1.C(O)(C(F)(F)F)=O, predict the reaction product. The product is: [CH3:19][C:18]1[C:13]2[CH:12]=[CH:11][N:10]([C@H:9]3[C@H:4]([OH:3])[C@H:5]([OH:6])[C@H:7]([C:20]4[NH:24][N:23]=[CH:22][CH:21]=4)[O:8]3)[C:14]=2[N:15]=[CH:16][N:17]=1. (2) Given the reactants [C:1]([CH2:4][C:5]1[C:6]([F:22])=[C:7]([O:14]CC2C=CC=CC=2)[CH:8]=[CH:9][C:10]=1[N+:11]([O-])=O)(=O)[CH3:2], predict the reaction product. The product is: [F:22][C:6]1[C:7]([OH:14])=[CH:8][CH:9]=[C:10]2[C:5]=1[CH:4]=[C:1]([CH3:2])[NH:11]2. (3) Given the reactants Cl[CH2:2][C:3]([N:5]1[CH2:10][CH2:9][N:8]([C:11]2[CH:16]=[CH:15][C:14]([Cl:17])=[C:13]([O:18][CH3:19])[CH:12]=2)[CH2:7][CH2:6]1)=[O:4].[Cl:20][C:21]1[CH:31]=[CH:30][C:24]2[N:25]([CH3:29])[C:26](=[O:28])[NH:27][C:23]=2[CH:22]=1.C([O-])([O-])=O.[K+].[K+], predict the reaction product. The product is: [Cl:20][C:21]1[CH:31]=[CH:30][C:24]2[N:25]([CH3:29])[C:26](=[O:28])[N:27]([CH2:2][C:3]([N:5]3[CH2:10][CH2:9][N:8]([C:11]4[CH:16]=[CH:15][C:14]([Cl:17])=[C:13]([O:18][CH3:19])[CH:12]=4)[CH2:7][CH2:6]3)=[O:4])[C:23]=2[CH:22]=1. (4) Given the reactants [C:1]([O:5][C:6]([N:8]1[CH2:13][CH2:12][N:11]2[N:14]=[C:15]([C:17]([F:20])([F:19])[F:18])[N:16]=[C:10]2[CH:9]1[CH2:21][OH:22])=[O:7])([CH3:4])([CH3:3])[CH3:2].C(N(CC)CC)C.[CH3:30][S:31](Cl)(=[O:33])=[O:32].C(=O)(O)[O-].[Na+], predict the reaction product. The product is: [C:1]([O:5][C:6]([N:8]1[CH2:13][CH2:12][N:11]2[N:14]=[C:15]([C:17]([F:18])([F:20])[F:19])[N:16]=[C:10]2[CH:9]1[CH2:21][O:22][S:31]([CH3:30])(=[O:33])=[O:32])=[O:7])([CH3:4])([CH3:3])[CH3:2]. (5) Given the reactants C([O:8][C:9]1[CH:32]=[CH:31][C:12]([C:13]([NH:15][CH2:16][C@H:17]2[CH2:22][CH2:21][C@@H:20]([CH2:23][O:24][C:25]3[CH:30]=[CH:29][CH:28]=[CH:27][CH:26]=3)[CH2:19][CH2:18]2)=[O:14])=[CH:11][CH:10]=1)C1C=CC=CC=1, predict the reaction product. The product is: [OH:8][C:9]1[CH:32]=[CH:31][C:12]([C:13]([NH:15][CH2:16][C@H:17]2[CH2:18][CH2:19][C@@H:20]([CH2:23][O:24][C:25]3[CH:26]=[CH:27][CH:28]=[CH:29][CH:30]=3)[CH2:21][CH2:22]2)=[O:14])=[CH:11][CH:10]=1. (6) The product is: [OH:41][NH:42][C:36]([CH:32]([NH:31][S:28]([C:25]1[CH:26]=[CH:27][C:22]([C:18]2[CH:19]=[CH:20][CH:21]=[C:16]([CH2:15][NH:14][C:12]([C:4]3[NH:3][C:2](=[O:1])[C:11]4[C:6](=[CH:7][CH:8]=[CH:9][CH:10]=4)[N:5]=3)=[O:13])[CH:17]=2)=[CH:23][CH:24]=1)(=[O:29])=[O:30])[CH:33]([CH3:34])[CH3:35])=[O:37]. Given the reactants [O:1]=[C:2]1[C:11]2[C:6](=[CH:7][CH:8]=[CH:9][CH:10]=2)[N:5]=[C:4]([C:12]([NH:14][CH2:15][C:16]2[CH:17]=[C:18]([C:22]3[CH:27]=[CH:26][C:25]([S:28]([NH:31][C@H:32]([C:36](O)=[O:37])[CH:33]([CH3:35])[CH3:34])(=[O:30])=[O:29])=[CH:24][CH:23]=3)[CH:19]=[CH:20][CH:21]=2)=[O:13])[NH:3]1.C[Si](C)(C)[O:41][NH2:42].Cl.CN(C)CCCN=C=NCC.ON1C2C=CC=CC=2N=N1, predict the reaction product.